The task is: Predict the reaction yield, written as a fraction of the theoretical maximum amount of product (1.0 means a 100% yield; for example, 0.34 means a 34% yield).. This data is from Reaction yield outcomes from USPTO patents with 853,638 reactions. (1) The reactants are [CH:1]1([C:4]2[N:5]=[C:6]([C:9](Cl)=[O:10])[S:7][CH:8]=2)[CH2:3][CH2:2]1.[NH2:12][C:13]1[C:18]([Cl:19])=[C:17]([O:20][CH3:21])[CH:16]=[CH:15][C:14]=1[C:22](=[O:24])[CH3:23].O. The catalyst is O1CCOCC1. The product is [C:22]([C:14]1[C:13]([NH:12][C:9]([C:6]2[S:7][CH:8]=[C:4]([CH:1]3[CH2:3][CH2:2]3)[N:5]=2)=[O:10])=[C:18]([Cl:19])[C:17]([O:20][CH3:21])=[CH:16][CH:15]=1)(=[O:24])[CH3:23]. The yield is 0.660. (2) The reactants are [OH:1][C:2]1[CH:3]=[C:4]([CH:9]=[C:10]([OH:12])[CH:11]=1)[C:5]([O:7][CH3:8])=[O:6].C(=O)([O-])[O-].[K+].[K+].[CH2:19](Br)[C:20]1[CH:25]=[CH:24][CH:23]=[CH:22][CH:21]=1. The catalyst is CN(C=O)C. The product is [OH:1][C:2]1[CH:3]=[C:4]([CH:9]=[C:10]([O:12][CH2:19][C:20]2[CH:25]=[CH:24][CH:23]=[CH:22][CH:21]=2)[CH:11]=1)[C:5]([O:7][CH3:8])=[O:6]. The yield is 0.210. (3) The catalyst is CN(C=O)C.C1COCC1. The reactants are [CH2:1]([N:3]([CH2:36][CH3:37])[CH2:4][CH2:5][CH2:6][NH:7][C:8]1[N:9]=[C:10]([C:27]2[CH:28]=[C:29]([CH:33]=[CH:34][CH:35]=2)[C:30](O)=[O:31])[C:11]2[CH:17]=[CH:16][C:15](=[O:18])[N:14]([C:19]3[C:24]([F:25])=[CH:23][CH:22]=[CH:21][C:20]=3[F:26])[C:12]=2[N:13]=1)[CH3:2].[CH3:38][N:39](C(ON1N=NC2C=CC=CC1=2)=[N+](C)C)C.F[P-](F)(F)(F)(F)F.C(N(CC)CC)C.CN. The yield is 0.310. The product is [CH2:36]([N:3]([CH2:1][CH3:2])[CH2:4][CH2:5][CH2:6][NH:7][C:8]1[N:9]=[C:10]([C:27]2[CH:28]=[C:29]([CH:33]=[CH:34][CH:35]=2)[C:30]([NH:39][CH3:38])=[O:31])[C:11]2[CH:17]=[CH:16][C:15](=[O:18])[N:14]([C:19]3[C:20]([F:26])=[CH:21][CH:22]=[CH:23][C:24]=3[F:25])[C:12]=2[N:13]=1)[CH3:37]. (4) The reactants are [CH3:1][NH:2][CH2:3][C:4]1[C:12]2[C:7](=[CH:8][CH:9]=[CH:10][CH:11]=2)[N:6]([CH3:13])[CH:5]=1.CNCC1C=CC2C(=CC=CC=2)C=1CCC.Cl.[O:31]=[C:32]1[NH:45][C:35]2=[N:36][CH:37]=[C:38](/[CH:40]=[CH:41]/[C:42](O)=[O:43])[CH:39]=[C:34]2[O:33]1.Cl.CN1CC2C=C(/C=C/C(O)=O)C=NC=2NC(=O)C1. No catalyst specified. The product is [CH3:1][N:2]([CH2:3][C:4]1[C:12]2[C:7](=[CH:8][CH:9]=[CH:10][CH:11]=2)[N:6]([CH3:13])[CH:5]=1)[C:42](=[O:43])/[CH:41]=[CH:40]/[C:38]1[CH:39]=[C:34]2[O:33][C:32](=[O:31])[NH:45][C:35]2=[N:36][CH:37]=1. The yield is 0.230. (5) The reactants are [F:1][C:2]([F:11])([F:10])[C:3]1[N:4]=[C:5]([C:8]#[N:9])[S:6][CH:7]=1.Cl.[NH2:13]O.[CH3:15][C:16]([O:18]C(C)=O)=[O:17]. The catalyst is C(Cl)Cl.C(O)(=O)C.[Pd]. The product is [C:16]([OH:18])(=[O:17])[CH3:15].[F:11][C:2]([F:1])([F:10])[C:3]1[N:4]=[C:5]([C:8](=[NH:13])[NH2:9])[S:6][CH:7]=1. The yield is 0.580.